Dataset: Experimentally validated miRNA-target interactions with 360,000+ pairs, plus equal number of negative samples. Task: Binary Classification. Given a miRNA mature sequence and a target amino acid sequence, predict their likelihood of interaction. (1) The miRNA is hsa-miR-548e-3p with sequence AAAAACUGAGACUACUUUUGCA. The protein sequence of the target gene is MAPAQRPLLPLLLLLLPLPPPPFARAEDAARANSDRYAVYWNRSNPRFHAGAGDDGGGYTVEVSINDYLDIYCPHYGAPLPPAERMEHYVLYMVNGEGHASCDHRQRGFKRWECNRPAAPGGPLKFSEKFQLFTPFSLGFEFRPGHEYYYISATPPNAVDRPCLRLKVYVRPTNETLYEAPEPIFTSNNSCSSPGGCRLFLSTIPVLWTLLGS. Result: 0 (no interaction). (2) The miRNA is hsa-miR-519d-3p with sequence CAAAGUGCCUCCCUUUAGAGUG. The protein sequence of the target gene is MSREPTPPLPGDMSTGPIAESWCYTQVKVVKFSYMWTINNFSFCREEMGEVLKSSTFSSGPSDKMKWCLRVNPKGLDDESKDYLSLYLLLVSCPKSEVRAKFKFSLLNAKREETKAMESQRAYRFVQGKDWGFKKFIRRDFLLDEANGLLPDDKLTLFCEVSVVQDSVNISGHTNTNTLKVPECRLAEDLGNLWENTRFTDCSFFVRGQEFKAHKSVLAARSPVFNAMFEHEMEESKKNRVEINDLDPEVFKEMMRFIYTGRAPNLDKMADNLLAAADKYALERLKVMCEEALCSNLSVE.... Result: 1 (interaction). (3) The miRNA is rno-miR-29c-3p with sequence UAGCACCAUUUGAAAUCGGUUA. The protein sequence of the target gene is MGLLELCEQVFGTADLYQVLGVRREASDGEVRRGYHKVSLQVHPDRVEEDQKEDATRRFQILGRVYAVLSDKEQKAVYDEQGTVDEDSAGLNQDRDWDAYWRLLFKKISLEDIQAFEKTYKGSEEELNDIKQAYLDFKGDMDQIMESVLCVQYTDEPRIRNIIQKAIESKEIPAYSAFVKESKQKMNARKRRAQEEAKEAELSRKELGLEEGVDNLKALIQSRQKDRQKEMDSFLAQMEAKYCKPSKGGKRTALKKEKK. Result: 0 (no interaction). (4) Result: 0 (no interaction). The miRNA is hsa-miR-520f-3p with sequence AAGUGCUUCCUUUUAGAGGGUU. The protein sequence of the target gene is MSALKRMMRVSNRSLIAFIFFFSLSTSCLYFIYVAPGIANTYLFMVQARGIMLRENVKTIGHMIRLYTNKNTTLNGTDYPEGNNTSDYLVQTTTYLPQNFTYLPHLPCPEKLPYMRGFLSVNVSEISFDEVHQLFSKDSEIGPGGHWRPKDCKPRWKVAVLIPFRNRHEHLPIFFLHLIPMLQKQRLEFAFYVIEQTGTQPFNRAMLFNVGFKEAMKDRAWDCVIFHDVDHLPENDRNYYGCGEMPRHFAAKLDKYMYILPYKEFFGGVSGLTVEQFRKINGFPNAFWGWGGEDDDLWNR.... (5) The miRNA is gga-miR-199-5p with sequence CCCAGUGUUCAGACUACCUGUUC. The protein sequence of the target gene is MAGAATGSRTPGRSELVEGCGWRCPEHGDRVAELFCRRCRRCVCALCPVLGAHRGHPVGLALEAAVHVQKLSQECLKQLAIKKQQHIDNITQIEDATEKLKANAESSKTWLKGKFTELRLLLDEEEALAKKFIDKNTQLTLQVYREQADSCREQLDIMNDLSNRVWSISQEPDPVQRLQAYTATEQEMQQQMSLGELCHPVPLSFEPVKSFFKGLVEAVESTLQTPLDIRLKESINCQLSDPSSTKPGTLLKTSPSPERSLLLKYARTPTLDPDTMHARLRLSADRLTVRCGLLGSLGPV.... Result: 0 (no interaction).